Dataset: Full USPTO retrosynthesis dataset with 1.9M reactions from patents (1976-2016). Task: Predict the reactants needed to synthesize the given product. (1) Given the product [Cl:39][C:36]1[C:7]([C:8]#[N:9])=[CH:6][N:5]=[C:4]2[S:10][C:11]([I:18])=[CH:12][C:3]=12, predict the reactants needed to synthesize it. The reactants are: OC1[C:7]([C:8]#[N:9])=[CH:6][N:5]=[C:4]2[S:10][CH:11]=[CH:12][C:3]=12.FC(F)(F)C(O[I:18](C1C=CC=CC=1)OC(=O)C(F)(F)F)=O.II.[CH:36]([Cl:39])(Cl)Cl. (2) Given the product [NH2:29][C:24](=[O:26])[CH2:23][O:22][C@@H:8]([C:4]1[CH:5]=[CH:6][CH:7]=[C:2]([Cl:1])[CH:3]=1)[C@@H:9]1[CH2:14][CH2:13][CH2:12][N:11]([C:15]([O:17][C:18]([CH3:21])([CH3:20])[CH3:19])=[O:16])[CH2:10]1, predict the reactants needed to synthesize it. The reactants are: [Cl:1][C:2]1[CH:3]=[C:4]([C@H:8]([O:22][CH2:23][C:24]([O:26]CC)=O)[C@@H:9]2[CH2:14][CH2:13][CH2:12][N:11]([C:15]([O:17][C:18]([CH3:21])([CH3:20])[CH3:19])=[O:16])[CH2:10]2)[CH:5]=[CH:6][CH:7]=1.[NH3:29]. (3) Given the product [C:1]([NH:4][C:5]1[C:6]([NH2:18])=[N:7][C:8]([C:11]2[CH:16]=[CH:15][CH:14]=[CH:13][CH:12]=2)=[N:9][CH:10]=1)(=[O:3])[CH3:2], predict the reactants needed to synthesize it. The reactants are: [C:1]([NH:4][C:5]1[C:6](Cl)=[N:7][C:8]([C:11]2[CH:16]=[CH:15][CH:14]=[CH:13][CH:12]=2)=[N:9][CH:10]=1)(=[O:3])[CH3:2].[NH3:18].C(O)(C)C. (4) Given the product [CH3:7][O:8][CH2:9][O:10][C:11]1[CH:21]=[CH:20][CH:19]=[C:13]([CH2:14][OH:15])[C:12]=1[CH2:17][OH:16], predict the reactants needed to synthesize it. The reactants are: [H-].[Al+3].[Li+].[H-].[H-].[H-].[CH3:7][O:8][CH2:9][O:10][C:11]1[CH:21]=[CH:20][CH:19]=[C:13]2[C:14]([O:16][C:17](=O)[C:12]=12)=[O:15].[Cl-].[NH4+].